This data is from Peptide-MHC class I binding affinity with 185,985 pairs from IEDB/IMGT. The task is: Regression. Given a peptide amino acid sequence and an MHC pseudo amino acid sequence, predict their binding affinity value. This is MHC class I binding data. (1) The peptide sequence is AQTLNWYLL. The MHC is H-2-Db with pseudo-sequence H-2-Db. The binding affinity (normalized) is 0.565. (2) The peptide sequence is GDEALSGFL. The MHC is HLA-B18:01 with pseudo-sequence HLA-B18:01. The binding affinity (normalized) is 0.